Dataset: Catalyst prediction with 721,799 reactions and 888 catalyst types from USPTO. Task: Predict which catalyst facilitates the given reaction. (1) Reactant: [H-].[Na+].[CH3:3][C:4]1[N:9]([CH2:10][C:11]([O:13][C:14]([CH3:17])([CH3:16])[CH3:15])=[O:12])[C:8](=[O:18])[NH:7][C:6](=[O:19])[CH:5]=1.[N+:20](C1C=C([N+]([O-])=O)C=CC=1ON)([O-])=O. Product: [NH2:20][N:7]1[C:6](=[O:19])[CH:5]=[C:4]([CH3:3])[N:9]([CH2:10][C:11]([O:13][C:14]([CH3:15])([CH3:17])[CH3:16])=[O:12])[C:8]1=[O:18]. The catalyst class is: 369. (2) Reactant: [CH3:1][C:2]1[C:3]([C:18]2[CH:23]=[CH:22][C:21]([O:24][CH3:25])=[CH:20][CH:19]=2)=[C:4]([O:14]COC)[C:5]2[C:10]([CH:11]=1)=[CH:9][C:8]([O:12][CH3:13])=[CH:7][CH:6]=2.Cl. Product: [CH3:1][C:2]1[C:3]([C:18]2[CH:23]=[CH:22][C:21]([O:24][CH3:25])=[CH:20][CH:19]=2)=[C:4]([OH:14])[C:5]2[C:10]([CH:11]=1)=[CH:9][C:8]([O:12][CH3:13])=[CH:7][CH:6]=2. The catalyst class is: 12. (3) Reactant: Cl[C:2]1[N:7]=[N:6][C:5]([C:8]([O:10][CH3:11])=[O:9])=[CH:4][CH:3]=1.[F:12][C:13]1[C:14]([C:19]2([CH2:23][NH2:24])[CH2:22][CH2:21][CH2:20]2)=[N:15][CH:16]=[CH:17][CH:18]=1.CCN(C(C)C)C(C)C.CN1C(=O)CCC1. Product: [F:12][C:13]1[C:14]([C:19]2([CH2:23][NH:24][C:2]3[N:7]=[N:6][C:5]([C:8]([O:10][CH3:11])=[O:9])=[CH:4][CH:3]=3)[CH2:22][CH2:21][CH2:20]2)=[N:15][CH:16]=[CH:17][CH:18]=1. The catalyst class is: 69. (4) Reactant: [NH:1]1[CH2:5][CH2:4][CH2:3][C@@H:2]1[C:6]1[S:10][C:9]([C:11]2[NH:15][C:14]3[CH:16]=[CH:17][CH:18]=[C:19]([C:20]([NH2:22])=[O:21])[C:13]=3[N:12]=2)=[CH:8][CH:7]=1.C=O.[C:25]([BH3-])#N.[Na+]. Product: [CH3:25][N:1]1[CH2:5][CH2:4][CH2:3][C@@H:2]1[C:6]1[S:10][C:9]([C:11]2[NH:15][C:14]3[CH:16]=[CH:17][CH:18]=[C:19]([C:20]([NH2:22])=[O:21])[C:13]=3[N:12]=2)=[CH:8][CH:7]=1. The catalyst class is: 24. (5) Reactant: Br[CH2:2][CH2:3][CH2:4][N:5]1[C:9]([C:10]2[CH:15]=[CH:14][CH:13]=[CH:12][CH:11]=2)=[C:8]([C:16]2[CH:21]=[CH:20][CH:19]=[CH:18][CH:17]=2)[N:7]=[C:6]1[CH3:22].[OH:23][C:24]1[CH:34]=[CH:33][C:27]([C:28]([O:30][CH2:31][CH3:32])=[O:29])=[CH:26][CH:25]=1.C([O-])([O-])=O.[K+].[K+]. Product: [CH2:31]([O:30][C:28](=[O:29])[C:27]1[CH:33]=[CH:34][C:24]([O:23][CH2:2][CH2:3][CH2:4][N:5]2[C:9]([C:10]3[CH:15]=[CH:14][CH:13]=[CH:12][CH:11]=3)=[C:8]([C:16]3[CH:21]=[CH:20][CH:19]=[CH:18][CH:17]=3)[N:7]=[C:6]2[CH3:22])=[CH:25][CH:26]=1)[CH3:32]. The catalyst class is: 3. (6) Reactant: CN1CCCC1=O.[NH:8]1[CH:12]=[CH:11][N:10]=[C:9]1[CH:13]=[O:14].C(=O)([O-])[O-].[K+].[K+].Cl[CH2:22][C:23]([O:25][CH2:26][CH3:27])=[O:24]. Product: [CH:13]([C:9]1[N:8]([CH2:22][C:23]([O:25][CH2:26][CH3:27])=[O:24])[CH:12]=[CH:11][N:10]=1)=[O:14]. The catalyst class is: 6. (7) Reactant: [Cl:1][C:2]1[CH:7]=[C:6]([Cl:8])[CH:5]=[CH:4][C:3]=1[NH:9][C:10]1N=[C:14]([C:16]([F:19])([F:18])[F:17])[C:13]([C:20]([OH:22])=[O:21])=[CH:12][N:11]=1.[CH2:23](N1CCOCC1)C.NCC1CCOCC1.O.ON1C2C=CC=CC=2N=N1.Cl.CN(C)CCCN=C=NCC. Product: [Cl:1][C:2]1[CH:7]=[C:6]([Cl:8])[CH:5]=[CH:4][C:3]=1[NH:9][C:10]1[CH:23]=[C:14]([C:16]([F:17])([F:18])[F:19])[C:13]([C:20]([OH:22])=[O:21])=[CH:12][N:11]=1. The catalyst class is: 9. (8) Reactant: [CH2:1]([O:8][C:9]([N:11]1[CH:16]=[CH:15][C:14](=[O:17])[CH2:13][CH:12]1[C:18]1[CH:23]=[CH:22][C:21]([F:24])=[CH:20][C:19]=1[CH3:25])=[O:10])[C:2]1[CH:7]=[CH:6][CH:5]=[CH:4][CH:3]=1. Product: [CH2:1]([O:8][C:9]([N:11]1[CH2:16][CH2:15][C:14](=[O:17])[CH2:13][CH:12]1[C:18]1[CH:23]=[CH:22][C:21]([F:24])=[CH:20][C:19]=1[CH3:25])=[O:10])[C:2]1[CH:3]=[CH:4][CH:5]=[CH:6][CH:7]=1. The catalyst class is: 183.